Dataset: Catalyst prediction with 721,799 reactions and 888 catalyst types from USPTO. Task: Predict which catalyst facilitates the given reaction. (1) Reactant: [Br:1]Br.C1(P(C2C=CC=CC=2)C2C=CC=CC=2)C=CC=CC=1.[CH2:22]([C@H:24]1[CH2:29][CH2:28][C@H:27]([CH:30]2[CH2:35][CH2:34][CH:33](O)[CH2:32][CH2:31]2)[CH2:26][CH2:25]1)[CH3:23]. Product: [Br:1][CH:33]1[CH2:34][CH2:35][CH:30]([CH:27]2[CH2:28][CH2:29][CH:24]([CH2:22][CH3:23])[CH2:25][CH2:26]2)[CH2:31][CH2:32]1. The catalyst class is: 10. (2) Reactant: [OH:1][C:2]1[C:10]2[CH:9]=[CH:8][S:7][C:6]=2[CH:5]=[CH:4][C:3]=1[C:11]([OH:13])=O.Cl.[C:15]([O:19][C:20](=[O:25])[C:21]([NH2:24])([CH3:23])[CH3:22])([CH3:18])([CH3:17])[CH3:16].C(N(C(C)C)C(C)C)C.Cl.CN(C)CCCN=C=NCC. Product: [C:15]([O:19][C:20](=[O:25])[C:21]([NH:24][C:11]([C:3]1[CH:4]=[CH:5][C:6]2[S:7][CH:8]=[CH:9][C:10]=2[C:2]=1[OH:1])=[O:13])([CH3:23])[CH3:22])([CH3:18])([CH3:16])[CH3:17]. The catalyst class is: 42. (3) Reactant: [CH3:1][C:2]1([CH3:15])[C:11]2[C:6](=[CH:7][C:8]([N+:12]([O-:14])=[O:13])=[CH:9][CH:10]=2)[NH:5][CH2:4][CH2:3]1.[C:16](OC(=O)C)(=[O:18])[CH3:17].O. Product: [CH3:1][C:2]1([CH3:15])[C:11]2[C:6](=[CH:7][C:8]([N+:12]([O-:14])=[O:13])=[CH:9][CH:10]=2)[N:5]([C:16](=[O:18])[CH3:17])[CH2:4][CH2:3]1. The catalyst class is: 377. (4) Reactant: [CH2:1]([O:3][C:4]1[C@@H:9]([C@H:10]([C:12](=C(C)C)[OH:13])[OH:11])[O:8][C:6](=[O:7])[C:5]=1[OH:17])[CH3:2]. Product: [CH2:1]([O:3][C:4]1[C@@H:9]([C@H:10]([CH2:12][OH:13])[OH:11])[O:8][C:6](=[O:7])[C:5]=1[OH:17])[CH3:2]. The catalyst class is: 97. (5) Reactant: [F-].[K+].Br[CH2:4][C:5]([O:7][CH2:8][CH3:9])=[O:6].[CH2:10]1[CH2:14][O:13][CH2:12][CH2:11]1. Product: [CH:12]([C:11]1[CH:10]=[CH:14][C:14]([O:13][CH3:12])=[C:10]([CH2:4][C:5]([O:7][CH2:8][CH3:9])=[O:6])[CH:11]=1)=[O:13]. The catalyst class is: 786.